Dataset: Full USPTO retrosynthesis dataset with 1.9M reactions from patents (1976-2016). Task: Predict the reactants needed to synthesize the given product. (1) Given the product [NH2:34][C:31]1[N:32]=[CH:33][C:28]([C:2]2[N:3]=[C:4]([N:14]3[CH2:19][CH2:18][O:17][CH2:16][CH2:15]3)[C:5]3[S:10][C:9]([C:11]([NH2:13])=[O:12])=[CH:8][C:6]=3[N:7]=2)=[CH:29][CH:30]=1, predict the reactants needed to synthesize it. The reactants are: Cl[C:2]1[N:3]=[C:4]([N:14]2[CH2:19][CH2:18][O:17][CH2:16][CH2:15]2)[C:5]2[S:10][C:9]([C:11]([NH2:13])=[O:12])=[CH:8][C:6]=2[N:7]=1.CC1(C)C(C)(C)OB([C:28]2[CH:29]=[CH:30][C:31]([NH2:34])=[N:32][CH:33]=2)O1. (2) Given the product [CH2:9]([C:11]1[CH:12]=[CH:13][C:14]([C:17]2[C:25]3[C:24](=[O:26])[NH:23][CH:22]=[N:21][C:20]=3[O:19][C:18]=2[I:1])=[CH:15][CH:16]=1)[CH3:10], predict the reactants needed to synthesize it. The reactants are: [I:1]N1C(=O)CCC1=O.[CH2:9]([C:11]1[CH:16]=[CH:15][C:14]([C:17]2[C:25]3[C:24](=[O:26])[NH:23][CH:22]=[N:21][C:20]=3[O:19][CH:18]=2)=[CH:13][CH:12]=1)[CH3:10].